The task is: Predict which catalyst facilitates the given reaction.. This data is from Catalyst prediction with 721,799 reactions and 888 catalyst types from USPTO. (1) Reactant: [NH2:1][C:2]1[CH:3]=[C:4]([C:8]2([CH3:20])[CH2:13][CH2:12][N:11]([CH2:14][CH2:15][CH2:16][CH2:17][CH2:18][CH3:19])[CH2:10][CH2:9]2)[CH:5]=[CH:6][CH:7]=1.[CH3:21][S:22](Cl)(=[O:24])=[O:23].N1C=CC=CC=1. Product: [NH3:1].[CH2:14]([N:11]1[CH2:12][CH2:13][C:8]([C:4]2[CH:5]=[CH:6][CH:7]=[C:2]([NH:1][S:22]([CH3:21])(=[O:24])=[O:23])[CH:3]=2)([CH3:20])[CH2:9][CH2:10]1)[CH2:15][CH2:16][CH2:17][CH2:18][CH3:19]. The catalyst class is: 4. (2) Reactant: Br[C:2]1[CH:23]=[CH:22][C:5]2[C:6]3[N:10]([CH2:11][CH2:12][O:13][C:4]=2[CH:3]=1)[CH:9]=[C:8]([C:14]1[N:15]([CH:19]([CH3:21])[CH3:20])[N:16]=[CH:17][N:18]=1)[N:7]=3.C(P(C(C)(C)C)C1C=CC=CC=1C1C(C(C)C)=CC(C(C)C)=CC=1C(C)C)(C)(C)C.[OH-:54].[K+]. Product: [CH:19]([N:15]1[C:14]([C:8]2[N:7]=[C:6]3[C:5]4[CH:22]=[CH:23][C:2]([OH:54])=[CH:3][C:4]=4[O:13][CH2:12][CH2:11][N:10]3[CH:9]=2)=[N:18][CH:17]=[N:16]1)([CH3:21])[CH3:20]. The catalyst class is: 333. (3) Reactant: O[CH:2]([C:4]1[CH:5]=[C:6]2[N:11]([C:12]=1[C:13]1[CH:14]=[CH:15][C:16](=[O:28])[N:17]([CH2:19][CH2:20][N:21]3[CH2:26][CH2:25][N:24]([CH3:27])[CH2:23][CH2:22]3)[N:18]=1)[CH:10]=[CH:9][CH:8]=[CH:7]2)[CH3:3].[I:29][C:30]1[C:38]2[C:33](=[N:34][CH:35]=[N:36][C:37]=2[NH2:39])[NH:32][N:31]=1.C1C=CC(P(C2C=CC=CC=2)C2C=CC=CC=2)=CC=1.CC(OC(/N=N/C(OC(C)C)=O)=O)C. Product: [NH2:39][C:37]1[N:36]=[CH:35][N:34]=[C:33]2[N:32]([CH:2]([C:4]3[CH:5]=[C:6]4[N:11]([C:12]=3[C:13]3[CH:14]=[CH:15][C:16](=[O:28])[N:17]([CH2:19][CH2:20][N:21]5[CH2:22][CH2:23][N:24]([CH3:27])[CH2:25][CH2:26]5)[N:18]=3)[CH:10]=[CH:9][CH:8]=[CH:7]4)[CH3:3])[N:31]=[C:30]([I:29])[C:38]=12. The catalyst class is: 1. (4) Reactant: Cl[S:2]([C:5]1[CH:13]=[CH:12][C:8]([C:9]([OH:11])=[O:10])=[CH:7][CH:6]=1)(=[O:4])=[O:3].[CH3:14][NH2:15]. Product: [CH3:14][NH:15][S:2]([C:5]1[CH:13]=[CH:12][C:8]([C:9]([OH:11])=[O:10])=[CH:7][CH:6]=1)(=[O:4])=[O:3]. The catalyst class is: 2. (5) Reactant: C[O:2][C:3]1[CH:4]=[C:5]2[C:10](=[CH:11][CH:12]=1)[C:9]([O:13][C:14]1[CH:19]=[CH:18][C:17](/[CH:20]=[CH:21]/[C:22]([OH:24])=[O:23])=[CH:16][CH:15]=1)=[C:8]([C:25]1[CH:30]=[CH:29][CH:28]=[CH:27][CH:26]=1)[C:7]([CH2:31][CH2:32][CH3:33])=[CH:6]2.B(Br)(Br)Br. Product: [OH:2][C:3]1[CH:4]=[C:5]2[C:10](=[CH:11][CH:12]=1)[C:9]([O:13][C:14]1[CH:15]=[CH:16][C:17](/[CH:20]=[CH:21]/[C:22]([OH:24])=[O:23])=[CH:18][CH:19]=1)=[C:8]([C:25]1[CH:26]=[CH:27][CH:28]=[CH:29][CH:30]=1)[C:7]([CH2:31][CH2:32][CH3:33])=[CH:6]2. The catalyst class is: 2.